This data is from Full USPTO retrosynthesis dataset with 1.9M reactions from patents (1976-2016). The task is: Predict the reactants needed to synthesize the given product. (1) Given the product [CH2:1]([CH:5]1[CH2:6][CH:7]2[N:12]([CH2:9][C@@H:10]([CH3:11])[CH2:21][N:22]3[C:23]4[C:6](=[CH:5][CH:1]=[CH:2][CH:3]=4)[CH2:7][CH2:8][C:24]3=[O:25])[C@@H:10]([CH2:9][CH2:8]2)[CH2:11]1)[CH2:2][CH2:3][CH3:4], predict the reactants needed to synthesize it. The reactants are: [CH2:1]([CH:5]1[CH2:11][CH:10]2[NH:12][CH:7]([CH2:8][CH2:9]2)[CH2:6]1)[CH2:2][CH2:3][CH3:4].[Na+].[I-].C([O-])([O-])=O.[K+].[K+].[CH3:21][N:22]([CH:24]=[O:25])[CH3:23]. (2) Given the product [CH3:19][N:16]1[CH2:17][CH2:18][CH:13]([O:1][C:2]2[CH:3]=[C:4]([NH:8][C:9](=[O:11])[CH3:10])[CH:5]=[CH:6][CH:7]=2)[CH2:14][CH2:15]1, predict the reactants needed to synthesize it. The reactants are: [OH:1][C:2]1[CH:3]=[C:4]([NH:8][C:9](=[O:11])[CH3:10])[CH:5]=[CH:6][CH:7]=1.O[CH:13]1[CH2:18][CH2:17][N:16]([CH3:19])[CH2:15][CH2:14]1.C1(P(C2C=CC=CC=2)C2C=CC=CC=2)C=CC=CC=1. (3) Given the product [Br:23][C:12]1[N:13]([CH:16]2[CH2:21][CH2:20][CH2:19][CH2:18][O:17]2)[C:14]2[C:10]([N:11]=1)=[C:9]([NH2:22])[N:8]=[C:7]([O:6][C@@H:2]([CH3:1])[CH2:3][CH2:4][CH3:5])[N:15]=2, predict the reactants needed to synthesize it. The reactants are: [CH3:1][C@H:2]([O:6][C:7]1[N:15]=[C:14]2[C:10]([N:11]=[CH:12][N:13]2[CH:16]2[CH2:21][CH2:20][CH2:19][CH2:18][O:17]2)=[C:9]([NH2:22])[N:8]=1)[CH2:3][CH2:4][CH3:5].[Br:23]N1C(=O)CCC1=O. (4) Given the product [C:17]([O:21][C:22]1[CH:30]=[CH:29][C:25]([C:26]([NH2:28])=[O:27])=[CH:24][C:23]=1[NH:31][C:32]([NH2:11])=[S:33])([CH3:20])([CH3:18])[CH3:19], predict the reactants needed to synthesize it. The reactants are: C(OC1C=CC(C([NH2:11])=O)=CC=1N=C=S)(C)C.[C:17]([O:21][C:22]1[CH:30]=[CH:29][C:25]([C:26]([NH2:28])=[O:27])=[CH:24][C:23]=1[N:31]=[C:32]=[S:33])([CH3:20])([CH3:19])[CH3:18].